Dataset: Forward reaction prediction with 1.9M reactions from USPTO patents (1976-2016). Task: Predict the product of the given reaction. (1) Given the reactants [OH:1][CH2:2][C@H:3]1[CH2:7][CH2:6][CH2:5][N:4]1[C:8]([O:10][C:11]([CH3:14])([CH3:13])[CH3:12])=[O:9].[C:15]1(O)[CH:20]=[CH:19][CH:18]=[CH:17][CH:16]=1.C1(P(C2C=CC=CC=2)C2C=CC=CC=2)C=CC=CC=1.N(C(OC(C)C)=O)=NC(OC(C)C)=O, predict the reaction product. The product is: [O:1]([CH2:2][C@H:3]1[CH2:7][CH2:6][CH2:5][N:4]1[C:8]([O:10][C:11]([CH3:14])([CH3:13])[CH3:12])=[O:9])[C:15]1[CH:20]=[CH:19][CH:18]=[CH:17][CH:16]=1. (2) Given the reactants C(N(CC)CC)C.Cl.[Br:9][C:10]1[CH:15]=[CH:14][C:13]([C:16]2[N:17]=[C:18]([C@@H:21]3[CH2:25][CH2:24][CH2:23][NH:22]3)[NH:19][CH:20]=2)=[CH:12][CH:11]=1.[CH3:26][O:27][C:28]([NH:30][C@@H:31]([CH:35]([CH3:37])[CH3:36])[C:32](O)=[O:33])=[O:29].CN(C(ON1N=NC2C=CC=NC1=2)=[N+](C)C)C.F[P-](F)(F)(F)(F)F, predict the reaction product. The product is: [CH3:26][O:27][C:28](=[O:29])[NH:30][C@H:31]([C:32]([N:22]1[CH2:23][CH2:24][CH2:25][C@H:21]1[C:18]1[NH:19][CH:20]=[C:16]([C:13]2[CH:12]=[CH:11][C:10]([Br:9])=[CH:15][CH:14]=2)[N:17]=1)=[O:33])[CH:35]([CH3:37])[CH3:36].